From a dataset of Forward reaction prediction with 1.9M reactions from USPTO patents (1976-2016). Predict the product of the given reaction. (1) Given the reactants [CH:1]12[CH2:7][CH:4]([CH2:5][CH2:6]1)[C:3](=O)[C:2]2=O.COP([CH2:16][C:17]([C:19]1[CH:24]=[C:23]([Cl:25])[CH:22]=[CH:21][C:20]=1[Cl:26])=O)(=O)OC.O.[NH2:28][NH2:29], predict the reaction product. The product is: [Cl:26][C:20]1[CH:21]=[CH:22][C:23]([Cl:25])=[CH:24][C:19]=1[C:17]1[N:28]=[N:29][C:2]2[CH:1]3[CH2:7][CH:4]([C:3]=2[CH:16]=1)[CH2:5][CH2:6]3. (2) Given the reactants [OH:1][C:2]1[CH:9]=[C:8]([OH:10])[CH:7]=[CH:6][C:3]=1[CH:4]=[O:5].C(=O)([O-])[O-].[Cs+].[Cs+].[CH3:17][O:18][CH2:19]Cl.O, predict the reaction product. The product is: [OH:1][C:2]1[CH:9]=[C:8]([O:10][CH2:17][O:18][CH3:19])[CH:7]=[CH:6][C:3]=1[CH:4]=[O:5]. (3) Given the reactants [H-].[Al+3].[Li+].[H-].[H-].[H-].[CH3:7][CH:8]([C@@H:10]1[NH:14][C:13](=[O:15])[NH:12][C:11]1=O)[CH3:9].O.[OH-].[Na+], predict the reaction product. The product is: [CH3:7][CH:8]([C@H:10]1[CH2:11][NH:12][C:13](=[O:15])[NH:14]1)[CH3:9].